From a dataset of Forward reaction prediction with 1.9M reactions from USPTO patents (1976-2016). Predict the product of the given reaction. Given the reactants [H-].[Na+].[CH2:3]([OH:9])[CH2:4][O:5][CH2:6][CH2:7][OH:8].[CH2:10](Br)[C:11]#[CH:12].C(OCC)(=O)C, predict the reaction product. The product is: [CH2:12]([O:9][CH2:3][CH2:4][O:5][CH2:6][CH2:7][OH:8])[C:11]#[CH:10].